From a dataset of Reaction yield outcomes from USPTO patents with 853,638 reactions. Predict the reaction yield, written as a fraction of the theoretical maximum amount of product (1.0 means a 100% yield; for example, 0.34 means a 34% yield). The reactants are [Cl:1][C:2]1[CH:3]=[C:4]([CH:9]([C:28]([F:31])([F:30])[F:29])/[CH:10]=[CH:11]/[C:12]2[CH:13]=[CH:14][C:15]([N:23]3[CH:27]=[N:26][CH:25]=[N:24]3)=[C:16]([CH:22]=2)[C:17]([O:19]CC)=[O:18])[CH:5]=[C:6]([Cl:8])[CH:7]=1. The catalyst is Cl. The product is [Cl:8][C:6]1[CH:5]=[C:4]([CH:9]([C:28]([F:29])([F:31])[F:30])/[CH:10]=[CH:11]/[C:12]2[CH:13]=[CH:14][C:15]([N:23]3[CH:27]=[N:26][CH:25]=[N:24]3)=[C:16]([CH:22]=2)[C:17]([OH:19])=[O:18])[CH:3]=[C:2]([Cl:1])[CH:7]=1. The yield is 0.600.